Predict the product of the given reaction. From a dataset of Forward reaction prediction with 1.9M reactions from USPTO patents (1976-2016). Given the reactants [CH:1]([C:3]1[C:11]2[C:6](=[CH:7][C:8]([C:12]([O:14][CH2:15][CH3:16])=[O:13])=[CH:9][CH:10]=2)[NH:5][C:4]=1[CH:17]([CH3:19])[CH3:18])=[O:2].C([O-])([O-])=O.[K+].[K+].[CH2:26](Br)[C:27]1[CH:32]=[CH:31][CH:30]=[CH:29][CH:28]=1, predict the reaction product. The product is: [CH2:26]([N:5]1[C:6]2[C:11](=[CH:10][CH:9]=[C:8]([C:12]([O:14][CH2:15][CH3:16])=[O:13])[CH:7]=2)[C:3]([CH:1]=[O:2])=[C:4]1[CH:17]([CH3:18])[CH3:19])[C:27]1[CH:32]=[CH:31][CH:30]=[CH:29][CH:28]=1.